From a dataset of Forward reaction prediction with 1.9M reactions from USPTO patents (1976-2016). Predict the product of the given reaction. Given the reactants C(N(CC)CC)C.[Cl:8][C:9]1[CH:14]=[CH:13][N:12]=[C:11]([NH2:15])[CH:10]=1.[CH3:16][C:17]([CH3:22])([CH3:21])[C:18](Cl)=[O:19], predict the reaction product. The product is: [Cl:8][C:9]1[CH:14]=[CH:13][N:12]=[C:11]([NH:15][C:18](=[O:19])[C:17]([CH3:22])([CH3:21])[CH3:16])[CH:10]=1.